This data is from Tyrosyl-DNA phosphodiesterase HTS with 341,365 compounds. The task is: Binary Classification. Given a drug SMILES string, predict its activity (active/inactive) in a high-throughput screening assay against a specified biological target. (1) The molecule is O1c2c(OC1)ccc(c2)/C=C(\NC(=O)C)C(=O)Nc1ccc(OC)cc1. The result is 0 (inactive). (2) The drug is O(c1cc(c2[nH]nc(NC(=O)C)c2)cc(OC)c1)C. The result is 0 (inactive). (3) The compound is O=C(N1CCN(CC1)Cc1cc2OCOc2cc1)c1onc(c1)c1cc(OC)c(OC)cc1. The result is 0 (inactive). (4) The compound is S(=O)(=O)(Nc1nccnc1OC)c1ccc(N\C=C2/CCCCC2=O)cc1. The result is 0 (inactive). (5) The molecule is ClCCN(C(Oc1cc2c(C3C(C4C(C(O)CC4)(CC3)C)CC2)cc1)=O)CCCl. The result is 1 (active). (6) The drug is S(c1c(=O)n(ncc1OC)Cc1ccccc1)Cc1ccccc1. The result is 0 (inactive).